Dataset: Full USPTO retrosynthesis dataset with 1.9M reactions from patents (1976-2016). Task: Predict the reactants needed to synthesize the given product. (1) Given the product [CH3:1][S:2][C:3]1[CH:8]=[CH:7][C:6]([N:9]2[C:13]3[CH:14]=[C:15]([C:18]4[O:19][C:32]([CH2:31][CH2:30][C:26]5[CH:27]=[CH:28][CH:29]=[C:24]([C:23]([F:22])([F:35])[F:36])[CH:25]=5)=[N:21][N:20]=4)[CH:16]=[CH:17][C:12]=3[N:11]=[CH:10]2)=[CH:5][CH:4]=1, predict the reactants needed to synthesize it. The reactants are: [CH3:1][S:2][C:3]1[CH:8]=[CH:7][C:6]([N:9]2[C:13]3[CH:14]=[C:15]([C:18]([NH:20][NH2:21])=[O:19])[CH:16]=[CH:17][C:12]=3[N:11]=[CH:10]2)=[CH:5][CH:4]=1.[F:22][C:23]([F:36])([F:35])[C:24]1[CH:25]=[C:26]([CH2:30][CH2:31][C:32](O)=O)[CH:27]=[CH:28][CH:29]=1. (2) Given the product [C:1]([O:5][C:6]([N:8]1[CH2:12][C@H:11]([CH2:13][C@H:14]([CH2:18][C:19]2[CH:24]=[CH:23][C:22]([O:25][CH3:26])=[C:21]([O:27][CH2:28][CH2:29][CH2:30][O:31][CH3:32])[CH:20]=2)[CH:15]([CH3:16])[CH3:17])[C@@H:10]([CH:33]=[O:34])[CH2:9]1)=[O:7])([CH3:4])([CH3:2])[CH3:3], predict the reactants needed to synthesize it. The reactants are: [C:1]([O:5][C:6]([N:8]1[CH2:12][C@H:11]([CH2:13][C@H:14]([CH2:18][C:19]2[CH:24]=[CH:23][C:22]([O:25][CH3:26])=[C:21]([O:27][CH2:28][CH2:29][CH2:30][O:31][CH3:32])[CH:20]=2)[CH:15]([CH3:17])[CH3:16])[C@@H:10]([CH2:33][OH:34])[CH2:9]1)=[O:7])([CH3:4])([CH3:3])[CH3:2].CC(OI1(OC(C)=O)(OC(C)=O)OC(=O)C2C=CC=CC1=2)=O. (3) Given the product [F:1][C:2]1[CH:7]=[CH:6][C:5]([S:8]([N:11]([CH3:32])[C@@H:12]2[CH2:20][CH2:19][C:18]3[N:14]([C:15]4[N:29]=[CH:28][CH:27]=[CH:26][C:16]=4[C:17]=3[CH2:21][C:22]([O:24][CH3:25])=[O:23])[CH2:13]2)(=[O:9])=[O:10])=[CH:4][CH:3]=1, predict the reactants needed to synthesize it. The reactants are: [F:1][C:2]1[CH:7]=[CH:6][C:5]([S:8]([NH:11][C@@H:12]2[CH2:20][CH2:19][C:18]3[N:14]([C:15]4[N:29]=[CH:28][CH:27]=[CH:26][C:16]=4[C:17]=3[CH2:21][C:22]([O:24][CH3:25])=[O:23])[CH2:13]2)(=[O:10])=[O:9])=[CH:4][CH:3]=1.CI.[C:32]([O-])(=O)C.[NH4+].C(OCC)(=O)C. (4) The reactants are: [Cl:1][C:2]1[C:3](/[CH:16]=[C:17](\[CH2:21][CH2:22][CH3:23])/[C:18]([OH:20])=[O:19])=[C:4]([O:14]C)[C:5]2[C:10]([C:11]=1[O:12]C)=[CH:9][CH:8]=[CH:7][CH:6]=2.BrC1C(=O)C2C(=CC=CC=2)C(=O)C=1/C=C(\C)/C(O)=O. Given the product [Cl:1][C:2]1[C:11](=[O:12])[C:10]2[C:5](=[CH:6][CH:7]=[CH:8][CH:9]=2)[C:4](=[O:14])[C:3]=1/[CH:16]=[C:17](\[CH2:21][CH2:22][CH3:23])/[C:18]([OH:20])=[O:19], predict the reactants needed to synthesize it. (5) The reactants are: [C:1]1([CH:7]([C:25]2[CH:30]=[CH:29][CH:28]=[CH:27][CH:26]=2)[CH2:8][CH2:9][N:10]2[CH2:15][CH2:14][N:13]([C:16]3[CH:17]=[C:18]([CH:22]=[CH:23][CH:24]=3)[C:19](O)=[O:20])[CH2:12][CH2:11]2)[CH:6]=[CH:5][CH:4]=[CH:3][CH:2]=1.CN([P+](ON1N=NC2C=CC=CC1=2)(N(C)C)N(C)C)C.F[P-](F)(F)(F)(F)F.C(N(C(C)C)CC)(C)C.[CH:67]1([CH2:73][NH2:74])[CH2:72][CH2:71][CH2:70][CH2:69][CH2:68]1. Given the product [CH:67]1([CH2:73][NH:74][C:19](=[O:20])[C:18]2[CH:22]=[CH:23][CH:24]=[C:16]([N:13]3[CH2:12][CH2:11][N:10]([CH2:9][CH2:8][CH:7]([C:25]4[CH:30]=[CH:29][CH:28]=[CH:27][CH:26]=4)[C:1]4[CH:2]=[CH:3][CH:4]=[CH:5][CH:6]=4)[CH2:15][CH2:14]3)[CH:17]=2)[CH2:72][CH2:71][CH2:70][CH2:69][CH2:68]1, predict the reactants needed to synthesize it. (6) Given the product [Cl:1][C:2]1[CH:3]=[C:4]([NH:17][C:18]2[C:28]3[CH:27]=[C:26]([C:29]([OH:31])=[O:30])[CH2:25][CH2:24][N:23]([CH3:33])[C:22]=3[N:21]=[CH:20][N:19]=2)[CH:5]=[CH:6][C:7]=1[O:8][CH2:9][C:10]1[CH:15]=[CH:14][CH:13]=[C:12]([F:16])[CH:11]=1, predict the reactants needed to synthesize it. The reactants are: [Cl:1][C:2]1[CH:3]=[C:4]([NH:17][C:18]2[C:28]3[CH:27]=[C:26]([C:29]([O:31]C)=[O:30])[CH2:25][CH2:24][N:23]([CH3:33])[C:22]=3[N:21]=[CH:20][N:19]=2)[CH:5]=[CH:6][C:7]=1[O:8][CH2:9][C:10]1[CH:15]=[CH:14][CH:13]=[C:12]([F:16])[CH:11]=1.[OH-].[Na+].Cl. (7) Given the product [F:1][C:2]1[CH:3]=[C:4]([CH:8]2[O:28][CH:9]2[CH2:10][OH:11])[CH:5]=[CH:6][CH:7]=1, predict the reactants needed to synthesize it. The reactants are: [F:1][C:2]1[CH:3]=[C:4]([CH:8]=[CH:9][CH2:10][OH:11])[CH:5]=[CH:6][CH:7]=1.[O-]O.C1(C(C)C)C=CC=CC=1.[OH-].[Na+].[Cl-].[Na+].S(S([O-])=O)([O-])(=O)=[O:28].[Na+].[Na+]. (8) The reactants are: [NH2:1][C:2]1([C:7]([OH:9])=[O:8])[CH2:6][CH2:5][O:4][CH2:3]1.[Br:10][C:11]1[S:15][C:14]([C:16](O)=[O:17])=[CH:13][CH:12]=1.S(Cl)(Cl)=O.C(N(CC)CC)C. Given the product [Br:10][C:11]1[S:15][C:14]([C:16]([NH:1][C:2]2([C:7]([OH:9])=[O:8])[CH2:6][CH2:5][O:4][CH2:3]2)=[O:17])=[CH:13][CH:12]=1, predict the reactants needed to synthesize it.